This data is from Reaction yield outcomes from USPTO patents with 853,638 reactions. The task is: Predict the reaction yield, written as a fraction of the theoretical maximum amount of product (1.0 means a 100% yield; for example, 0.34 means a 34% yield). (1) The reactants are C[O:2][C:3](=[O:23])[C@@H:4]([N:9]1[CH2:13][C:12]([O:14][C:15]2[CH:20]=[CH:19][CH:18]=[CH:17][C:16]=2[Cl:21])=[CH:11][C:10]1=[O:22])[CH2:5][CH2:6][S:7][CH3:8].O1CCCC1.O.[OH-].[Li+]. The catalyst is O. The product is [Cl:21][C:16]1[CH:17]=[CH:18][CH:19]=[CH:20][C:15]=1[O:14][C:12]1[CH2:13][N:9]([C@@H:4]([CH2:5][CH2:6][S:7][CH3:8])[C:3]([OH:23])=[O:2])[C:10](=[O:22])[CH:11]=1. The yield is 0.890. (2) The reactants are [CH:1]1([N:7]2[CH2:11][CH2:10][CH:9]([CH2:12][C:13]3[CH:24]=[CH:23][CH:22]=[CH:21][C:14]=3[O:15][CH2:16][C:17](OC)=[O:18])[C:8]2=[O:25])[CH2:6][CH2:5][CH2:4][CH2:3][CH2:2]1.[BH4-].[Li+].O.C(OCC)(=O)C. The catalyst is O1CCCC1.C(O)C.CC(C)=O. The product is [CH:1]1([N:7]2[CH2:11][CH2:10][CH:9]([CH2:12][C:13]3[CH:24]=[CH:23][CH:22]=[CH:21][C:14]=3[O:15][CH2:16][CH2:17][OH:18])[C:8]2=[O:25])[CH2:2][CH2:3][CH2:4][CH2:5][CH2:6]1. The yield is 0.420.